This data is from Human Reference Interactome with 51,813 positive PPI pairs across 8,248 proteins, plus equal number of experimentally-validated negative pairs. The task is: Binary Classification. Given two protein amino acid sequences, predict whether they physically interact or not. (1) Protein 2 (ENSG00000174007) has sequence MSFLYSSKDCTRAAEQLKNNPRHKSYLEQVSLRQLEKLFSFLRGYLSGQSLAETMEQIQRETTIDPEEDLNKLDDKELAKRKSIMDELFEKNQKKKDDPNFVYDIEVEFPQDDQLQSCGWDTESADEF*MYMGMMCTAKKCGIRFQPPAIILIYESEIKGKIRQRIMPVRNFSKFSDCTRAAEQLKNNPRHKSYLEQVSLRQLEKLFSFLRGYLSGQSLAETMEQIQRETTIDPEEDLNKLDDKELAKRKSIMDELFEKNQKKKDDPNFVYDIEVEFPQDDQLQSCGWDTESADEF*. Protein 1 (ENSG00000154274) has sequence MGCRCCKIIQSYLFDPVQVPSPGYVNEVNSCKLDEDDTDKLKGKWSSEVLVQKNDPQRQGSKKTESSSRTADPWEPCWPHQGPLPQGDAGGEHHACGVNGIGPAATPQPTGNSSPTQDDRGSWASTANTVPPTQPFLEGGGTRKQDCVLLASEGTQVMRNGDSRAPSEAESFALEVQDHVFQIPAPDYLQHWGPAGDNVDHNEKDCVFKNHTEDESLEGIQPPVGEHGLNTPFSVRRSWDSLNEDVETEVLSICFNEKGPVHAMPVVDSGNRQEDTHGSDGDGDGEIVDEDAAVAEALAA.... Result: 1 (the proteins interact). (2) Protein 2 (ENSG00000130299) has sequence MWRGLWTLAAQAARGPRRLCTRRSSGAPAPGSGATIFALSSGQGRCGIAVIRTSGPASGHALRILTAPRDLPLARHASLRLLSDPRSGEPLDRALVLWFPGPQSFTGEDCVEFHVHGGPAVVSGVLQALGSVPGLRPAEAGEFTRRAFANGKLNLTEVEGLADLIHAETEAQRRQALRQLDGELGHLCRGWAETLTKALAHVEAYIDFGEDDNLEEGVLEQADIEVRALQVALGAHLRDARRGQRLRSGVHVVVTGPPNAGKSSLVNLLSRKPVSIVSPEPGTTRDVLETPVDLAGFPVL.... Protein 1 (ENSG00000166326) has sequence MASGVGAAFEELPHDGTCDECEPDEAPGAEEVCRECGFCYCRRHAEAHRQKFLSHHLAEYVHGSQAWTPPADGEGAGKEEAEVKVEQEREIESEAGEESESEEESESEEESETEEESEDESDEESEEDSEEEMEDEQESEAEEDNQEEGESEAEGETEAESEFDPEIEMEAERVAKRKCPDHGLDLSTYCQEDRQLICVLCPVIGAHQGHQLSTLDEAFEELRSKDSGGLKAAMIELVERLKFKSSDPKVTRDQMKMFIQQEFKKVQKVIADEEQKALHLVDIQEAMATAHVTEILADIQ.... Result: 0 (the proteins do not interact). (3) Protein 1 (ENSG00000203784) has sequence MSSDDKSKSNDPKTEPKNCDPKCEQKCESKCQPSCLKKLLQRCFEKCPWEKCPAPPKCLPCPSQSPSSCPPQPCTKPCPPKCPSSCPHACPPPCPPPE*. Protein 2 (ENSG00000115365) has sequence MAQRAFPNPYADYNKSLAEGYFDAAGRLTPEFSQRLTNKIRELLQQMERGLKSADPRDGTGYTGWAGIAVLYLHLYDVFGDPAYLQLAHGYVKQSLNCLTKRSITFLCGDAGPLAVAAVLYHKMNNEKQAEDCITRLIHLNKIDPHAPNEMLYGRIGYIYALLFVNKNFGVEKIPQSHIQQICETILTSGENLARKRNFTAKSPLMYEWYQEYYVGAAHGLAGIYYYLMQPSLQVSQGKLHSLVKPSVDYVCQLKFPSGNYPPCIGDNRDLLVHWCHGAPGVIYMLIQAYKVFREEKYLC.... Result: 0 (the proteins do not interact). (4) Protein 1 (ENSG00000043462) has sequence MALRNVPFRSEVLGWDPDSLADYFKKLNYKDCEKAVKKYHIDGARFLNLTENDIQKFPKLRVPILSKLSQEINKNEERRSIFTRKPQVPRFPEETESHEEDNGGWSSFEEDDYESPNDDQDGEDDGDYESPNEEEEAPVEDDADYEPPPSNDEEALQNSILPAKPFPNSNSMYIDRPPSGKTPQQPPVPPQRPMAALPPPPAGRNHSPLPPPQTNHEEPSRSRNHKTAKLPAPSIDRSTKPPLDRSLAPFDREPFTLGKKPPFSDKPSIPAGRSLGEHLPKIQKPPLPPTTERHERSSPL.... Protein 2 (ENSG00000040608) has sequence MKRASAGGSRLLAWVLWLQAWQVAAPCPGACVCYNEPKVTTSCPQQGLQAVPVGIPAASQRIFLHGNRISHVPAASFRACRNLTILWLHSNVLARIDAAAFTGLALLEQLDLSDNAQLRSVDPATFHGLGRLHTLHLDRCGLQELGPGLFRGLAALQYLYLQDNALQALPDDTFRDLGNLTHLFLHGNRISSVPERAFRGLHSLDRLLLHQNRVAHVHPHAFRDLGRLMTLYLFANNLSALPTEALAPLRALQYLRLNDNPWVCDCRARPLWAWLQKFRGSSSEVPCSLPQRLAGRDLKR.... Result: 0 (the proteins do not interact). (5) Protein 1 (ENSG00000186660) has sequence MPGETEEPRPPEQQDQEGGEAAKAAPEEPQQRPPEAVAAAPAGTTSSRVLRGGRDRGRAAAAAAAAAVSRRRKAEYPRRRRSSPSARPPDVPGQQPQAAKSPSPVQGKKSPRLLCIEKVTTDKDPKEEKEEEDDSALPQEVSIAASRPSRGWRSSRTSVSRHRDTENTRSSRSKTGSLQLICKSEPNTDQLDYDVGEEHQSPGGISSEEEEEEEEEMLISEEEIPFKDDPRDETYKPHLERETPKPRRKSGKVKEEKEKKEIKVEVEVEVKEEENEIREDEEPPRKRGRRRKDDKSPRLP.... Protein 2 (ENSG00000127989) has sequence MQSLSLGQTSISKGLNYLTIMAPGNLWHMRNNFLFGSRCWMTRFSAENIFKSVSFRLFGVKCHNTDSEPLKNEDLLKNLLTMGVDIDMARKRQPGVFHRMITNEQDLKMFLLSKGASKEVIASIISRYPRAITRTPENLSKRWDLWRKIVTSDLEIVNILERSPESFFRSNNNLNLENNIKFLYSVGLTRKCLCRLLTNAPRTFSNSLDLNKQMVEFLQAAGLSLGHNDPADFVRKIIFKNPFILIQSTKRVKANIEFLRSTFNLNSEELLVLICGPGAEILDLSNDYARRSYANIKEKL.... Result: 0 (the proteins do not interact). (6) Result: 0 (the proteins do not interact). Protein 1 (ENSG00000188186) has sequence MTSALTQGLERIPDQLGYLVLSEGAVLASSGDLENDEQAASAISELVSTACGFRLHRGMNVPFKRLSVVFGEHTLLVTVSGQRVFVVKRQNRGREPIDV*MTSALTQGLERIPDQLGYLVLSEGAVLASSGDLENDEQAASAISELVSTACGFRLHRGMNVPFKRLSGVSLLQWSLENTHCW*MNVPFKRLSVVFGEHTLLVTMTSALTQGLERIPDQLGYLVLSEGAVLASSGDLENDEQAASAISELVSTACGFRLHRGMNVPFKRLSGEPLPLPLVVVLGAGGYFQGLLGFSSSSLL.... Protein 2 (ENSG00000154319) has sequence MSVPQIHVEEVGAEEGAGAAAPPDDHLRSLKALTEKLRLETRRPSYLEWQARLEEHTWPFPRPAAEPQASLEEGERGGQEPLLPLREAGQHPPSARSASQGARPLSTGKLEGFQSIDEAIAWLRKELTEMRLQDQQLARQLMRLRGDINKLKIEHTCRLHRRMLNDATYELEERDELADLFCDSPLASSFSLSTPLKLIGVTKMNINSRRFSLC*MSVPQIHVEEVGAEEGAGAAAPPDDHLRSLKALTEKLRLETRRPSYLEWQARLEEHTWPFPRPAAEPQASLEEGERGGQEPLLPL....